This data is from Full USPTO retrosynthesis dataset with 1.9M reactions from patents (1976-2016). The task is: Predict the reactants needed to synthesize the given product. (1) Given the product [F:1][CH:2]([F:22])[O:3][C:4]1[CH:9]=[CH:8][C:7]([C:10](=[O:21])[C:11]([C:13]2[CH:20]=[CH:19][CH:18]=[C:15]([CH:16]([OH:17])[C:23]#[C:24][CH3:25])[CH:14]=2)=[O:12])=[CH:6][CH:5]=1, predict the reactants needed to synthesize it. The reactants are: [F:1][CH:2]([F:22])[O:3][C:4]1[CH:9]=[CH:8][C:7]([C:10](=[O:21])[C:11]([C:13]2[CH:14]=[C:15]([CH:18]=[CH:19][CH:20]=2)[CH:16]=[O:17])=[O:12])=[CH:6][CH:5]=1.[C:23]([Mg]Br)#[C:24][CH3:25]. (2) Given the product [NH2:1][C:2]1[N:3]=[C:4]([NH:22][CH2:21][C:20]2[CH:23]=[CH:24][CH:25]=[CH:26][C:19]=2[NH2:18])[C:5]([C:13]#[N:14])=[C:6]([C:8]2[O:9][CH:10]=[CH:11][CH:12]=2)[N:7]=1, predict the reactants needed to synthesize it. The reactants are: [NH2:1][C:2]1[N:7]=[C:6]([C:8]2[O:9][CH:10]=[CH:11][CH:12]=2)[C:5]([C:13]#[N:14])=[C:4](S(C)=O)[N:3]=1.[NH2:18][C:19]1[CH:26]=[CH:25][CH:24]=[CH:23][C:20]=1[CH2:21][NH2:22]. (3) Given the product [ClH:38].[CH3:1][O:2][C:3]1[CH:4]=[C:5]([CH:33]=[CH:34][C:35]=1[O:36][CH3:37])[CH2:6][N:7]1[CH2:12][CH2:11][CH:10]([N:13]([CH3:32])[C:14]([N:16]2[CH:20]=[C:19]([C:21]3[CH:26]=[CH:25][CH:24]=[C:23]([NH:27][S:28]([CH3:31])(=[O:30])=[O:29])[CH:22]=3)[N:18]=[CH:17]2)=[O:15])[CH2:9][CH2:8]1, predict the reactants needed to synthesize it. The reactants are: [CH3:1][O:2][C:3]1[CH:4]=[C:5]([CH:33]=[CH:34][C:35]=1[O:36][CH3:37])[CH2:6][N:7]1[CH2:12][CH2:11][CH:10]([N:13]([CH3:32])[C:14]([N:16]2[CH:20]=[C:19]([C:21]3[CH:26]=[CH:25][CH:24]=[C:23]([NH:27][S:28]([CH3:31])(=[O:30])=[O:29])[CH:22]=3)[N:18]=[CH:17]2)=[O:15])[CH2:9][CH2:8]1.[ClH:38]. (4) Given the product [C:3]1([CH2:9][O:10][C:11]2[CH:26]=[CH:25][C:24]([C:27]3[CH:28]=[CH:29][N:30]=[CH:31][CH:32]=3)=[CH:23][C:12]=2[C:13]([OH:15])=[O:14])[CH:4]=[CH:5][CH:6]=[CH:7][CH:8]=1, predict the reactants needed to synthesize it. The reactants are: [Li+].[OH-].[C:3]1([CH2:9][O:10][C:11]2[CH:26]=[CH:25][C:24]([C:27]3[CH:32]=[CH:31][N:30]=[CH:29][CH:28]=3)=[CH:23][C:12]=2[C:13]([O:15]CC2C=CC=CC=2)=[O:14])[CH:8]=[CH:7][CH:6]=[CH:5][CH:4]=1.